From a dataset of Peptide-MHC class I binding affinity with 185,985 pairs from IEDB/IMGT. Regression. Given a peptide amino acid sequence and an MHC pseudo amino acid sequence, predict their binding affinity value. This is MHC class I binding data. (1) The peptide sequence is YTAVVPLVT. The MHC is HLA-B57:01 with pseudo-sequence HLA-B57:01. The binding affinity (normalized) is 0.0675. (2) The peptide sequence is MSDWGHITV. The MHC is HLA-C05:01 with pseudo-sequence HLA-C05:01. The binding affinity (normalized) is 1.00. (3) The peptide sequence is LTVNGRPLK. The MHC is HLA-A03:01 with pseudo-sequence HLA-A03:01. The binding affinity (normalized) is 0.324. (4) The peptide sequence is TPNNFSSIV. The MHC is HLA-B35:01 with pseudo-sequence HLA-B35:01. The binding affinity (normalized) is 0.306. (5) The peptide sequence is LISIFLHLV. The MHC is HLA-A02:06 with pseudo-sequence HLA-A02:06. The binding affinity (normalized) is 0.594. (6) The peptide sequence is RVACRDVEV. The MHC is HLA-B39:01 with pseudo-sequence HLA-B39:01. The binding affinity (normalized) is 0.0847. (7) The peptide sequence is SVGTGILFM. The MHC is HLA-A02:03 with pseudo-sequence HLA-A02:03. The binding affinity (normalized) is 0.228. (8) The peptide sequence is HMQISTIGI. The MHC is HLA-A02:01 with pseudo-sequence HLA-A02:01. The binding affinity (normalized) is 0.231. (9) The peptide sequence is HLPELIWRS. The MHC is HLA-A01:01 with pseudo-sequence HLA-A01:01. The binding affinity (normalized) is 0.0847. (10) The MHC is HLA-B08:01 with pseudo-sequence HLA-B08:01. The binding affinity (normalized) is 0. The peptide sequence is IYHPQQFVYA.